From a dataset of Reaction yield outcomes from USPTO patents with 853,638 reactions. Predict the reaction yield, written as a fraction of the theoretical maximum amount of product (1.0 means a 100% yield; for example, 0.34 means a 34% yield). (1) The reactants are [NH2:1][CH:2]([CH3:13])[C:3]([N:5]1[CH2:10][CH2:9][S:8](=[O:12])(=[O:11])[CH2:7][CH2:6]1)=O. The catalyst is C1COCC1. The product is [O:12]=[S:8]1(=[O:11])[CH2:9][CH2:10][N:5]([CH2:3][C@@H:2]([NH2:1])[CH3:13])[CH2:6][CH2:7]1. The yield is 0.900. (2) The reactants are FC(F)(F)C(O)=O.[O:8]=[C:9]1[CH:18]([CH:19]2[CH2:24][CH2:23][N:22](C(OC(C)(C)C)=O)[CH2:21][CH2:20]2)[CH2:17][C:16]2[C:11](=[CH:12][CH:13]=[CH:14][CH:15]=2)[NH:10]1. The catalyst is ClCCl. The product is [NH:22]1[CH2:21][CH2:20][CH:19]([CH:18]2[CH2:17][C:16]3[C:11](=[CH:12][CH:13]=[CH:14][CH:15]=3)[NH:10][C:9]2=[O:8])[CH2:24][CH2:23]1. The yield is 1.00. (3) The reactants are [Br:1][C:2]1[CH:18]=[CH:17][C:5]([CH2:6][NH:7][C:8](=[NH:16])[CH:9](OCC)OCC)=[CH:4][CH:3]=1.[OH-].[Na+]. The catalyst is S(=O)(=O)(O)O. The product is [Br:1][C:2]1[CH:18]=[C:17]2[C:5](=[CH:4][CH:3]=1)[CH:6]=[N:7][C:8]([NH2:16])=[CH:9]2. The yield is 0.400. (4) The reactants are [Br:1][CH2:2][CH2:3][CH:4]=[CH:5][O:6][C:7](=O)C.CO.[CH3:12][O:13]C=CC. No catalyst specified. The product is [CH3:12][O:13][CH:5]([O:6][CH3:7])[CH2:4][CH2:3][CH2:2][Br:1]. The yield is 0.710. (5) The catalyst is CO.[Cl-].[Zn+2].[Cl-]. The product is [Br:1][C:2]1[CH:3]=[C:4]([NH:10][C:11]2[CH:16]=[N:15][C:14]([N:17]3[CH2:18][CH2:19][N:20]([CH:25]4[CH2:26][O:23][CH2:24]4)[CH2:21][CH2:22]3)=[CH:13][N:12]=2)[C:5](=[O:9])[N:6]([CH3:8])[CH:7]=1. The yield is 0.780. The reactants are [Br:1][C:2]1[CH:3]=[C:4]([NH:10][C:11]2[CH:16]=[N:15][C:14]([N:17]3[CH2:22][CH2:21][NH:20][CH2:19][CH2:18]3)=[CH:13][N:12]=2)[C:5](=[O:9])[N:6]([CH3:8])[CH:7]=1.[O:23]1[CH2:26][C:25](=O)[CH2:24]1.[BH3-]C#N.[Na+]. (6) The reactants are Cl.[CH:2]1([CH2:5][N:6]([CH2:36][CH:37]2[CH2:42][CH2:41][O:40][CH2:39][CH2:38]2)[C:7]2[C:8]([CH2:34][CH3:35])=[N:9][N:10]3[C:15]([C:16]4[C:21]([O:22][CH3:23])=[CH:20][C:19]([CH2:24][O:25]C5CCCCO5)=[CH:18][C:17]=4[O:32][CH3:33])=[CH:14][CH:13]=[CH:12][C:11]=23)[CH2:4][CH2:3]1. The catalyst is C1(C)C=CC=CC=1. The yield is 0.828. The product is [CH:2]1([CH2:5][N:6]([CH2:36][CH:37]2[CH2:42][CH2:41][O:40][CH2:39][CH2:38]2)[C:7]2[C:8]([CH2:34][CH3:35])=[N:9][N:10]3[C:15]([C:16]4[C:17]([O:32][CH3:33])=[CH:18][C:19]([CH2:24][OH:25])=[CH:20][C:21]=4[O:22][CH3:23])=[CH:14][CH:13]=[CH:12][C:11]=23)[CH2:4][CH2:3]1. (7) The reactants are Br.[Br:2][CH2:3][CH2:4][NH2:5].C(=O)([O-])[O-].[Na+].[Na+].[C:12](O[C:12]([O:14][C:15]([CH3:18])([CH3:17])[CH3:16])=[O:13])([O:14][C:15]([CH3:18])([CH3:17])[CH3:16])=[O:13]. The catalyst is O1CCOCC1.O. The product is [Br:2][CH2:3][CH2:4][NH:5][C:12](=[O:13])[O:14][C:15]([CH3:18])([CH3:17])[CH3:16]. The yield is 0.940.